From a dataset of Forward reaction prediction with 1.9M reactions from USPTO patents (1976-2016). Predict the product of the given reaction. (1) The product is: [O:36]1[CH2:37][CH2:38][CH2:39][CH2:40][CH:35]1[O:34][NH:33][C:4](/[CH:6]=[CH:7]/[C:8]1[CH:9]=[CH:10][C:11](/[CH:14]=[CH:15]/[C:16]([OH:18])=[O:17])=[CH:12][CH:13]=1)=[O:5]. Given the reactants C(O[C:4](/[CH:6]=[CH:7]/[C:8]1[CH:13]=[CH:12][C:11](/[CH:14]=[CH:15]/[C:16]([OH:18])=[O:17])=[CH:10][CH:9]=1)=[O:5])C.C(Cl)CCl.C1C=CC2N(O)N=NC=2C=1.[NH2:33][O:34][CH:35]1[CH2:40][CH2:39][CH2:38][CH2:37][O:36]1, predict the reaction product. (2) Given the reactants [Cl:1][C:2]1[C:7]([O:8][CH3:9])=[CH:6][C:5](/[CH:10]=[CH:11]/[C:12]([OH:14])=O)=[C:4]([S:15](=[O:20])(=[O:19])[N:16]([CH3:18])[CH3:17])[CH:3]=1.[F:21][C:22]1[CH:37]=[CH:36][C:25]([CH2:26][N:27]2[CH2:34][CH:33]3[NH:35][CH:29]([CH2:30][O:31][CH2:32]3)[CH2:28]2)=[CH:24][CH:23]=1, predict the reaction product. The product is: [Cl:1][C:2]1[C:7]([O:8][CH3:9])=[CH:6][C:5](/[CH:10]=[CH:11]/[C:12]([N:35]2[CH:29]3[CH2:28][N:27]([CH2:26][C:25]4[CH:36]=[CH:37][C:22]([F:21])=[CH:23][CH:24]=4)[CH2:34][CH:33]2[CH2:32][O:31][CH2:30]3)=[O:14])=[C:4]([S:15]([N:16]([CH3:18])[CH3:17])(=[O:20])=[O:19])[CH:3]=1. (3) Given the reactants C(O[C:6](=O)[N:7]([C:9]1[CH:14]=[CH:13][C:12]([CH:15]=[CH:16][CH:17]=[CH:18][C:19]2[S:20][C:21]3[CH:27]=[C:26]([OH:28])[C:25]([OH:29])=[CH:24][C:22]=3[N:23]=2)=[CH:11][CH:10]=1)C)(C)(C)C.FC(F)(F)C(O)=O.C(=O)([O-])O.[Na+], predict the reaction product. The product is: [CH3:6][NH:7][C:9]1[CH:10]=[CH:11][C:12]([CH:15]=[CH:16][CH:17]=[CH:18][C:19]2[S:20][C:21]3[CH:27]=[C:26]([OH:28])[C:25]([OH:29])=[CH:24][C:22]=3[N:23]=2)=[CH:13][CH:14]=1. (4) Given the reactants [S:1]([CH2:11][CH2:12][O:13][C:14](=[O:17])[CH:15]=[CH2:16])([C:4]1[CH:10]=[CH:9][C:7]([CH3:8])=[CH:6][CH:5]=1)(=[O:3])=[O:2].[OH:18][CH2:19][CH2:20][CH2:21][O:22][C:23](=[O:27])[C:24]([CH3:26])=[CH2:25].[CH3:28][O:29][C:30](=[O:34])[C:31]([CH3:33])=[CH2:32].CC(N=NC(C#N)(C)C)(C#N)C, predict the reaction product. The product is: [S:1]([CH2:11][CH2:12][O:13][C:14](=[O:17])[CH:15]=[CH2:16])([C:4]1[CH:5]=[CH:6][C:7]([CH3:8])=[CH:9][CH:10]=1)(=[O:3])=[O:2].[OH:18][CH2:19][CH2:20][CH2:21][O:22][C:23](=[O:27])[C:24]([CH3:26])=[CH2:25].[CH3:28][O:29][C:30](=[O:34])[C:31]([CH3:33])=[CH2:32]. (5) Given the reactants C1(C2C=C(OC)C=CC=2[C:12]([C:14]2[CH:19]=[CH:18][C:17]([O:20][CH3:21])=[CH:16][C:15]=2[CH:22]2[CH2:24][CH2:23]2)=O)CC1.[NH2:25][CH2:26][C:27]1[CH:32]=[CH:31][CH:30]=[CH:29][N:28]=1, predict the reaction product. The product is: [CH:22]1([CH:15]([C:14]2[CH:12]=[CH:16][C:17]([O:20][CH3:21])=[CH:18][CH:19]=2)[NH:25][CH2:26][C:27]2[CH:32]=[CH:31][CH:30]=[CH:29][N:28]=2)[CH2:23][CH2:24]1. (6) Given the reactants [Cl:1][C:2]1[C:7]([S:8]([CH3:11])(=[O:10])=[O:9])=[CH:6][C:5]([C:12]2[N:13]([C:33](Cl)=[O:34])[C@@:14]([C:26]3[CH:31]=[CH:30][C:29]([Cl:32])=[CH:28][CH:27]=3)([CH3:25])[C@@:15]([C:18]3[CH:23]=[CH:22][C:21]([Cl:24])=[CH:20][CH:19]=3)([CH3:17])[N:16]=2)=[C:4]([O:36][CH2:37][CH3:38])[CH:3]=1.[NH:39]1[CH2:44][CH2:43][CH:42]([NH:45][C:46]([NH2:48])=[O:47])[CH2:41][CH2:40]1, predict the reaction product. The product is: [Cl:1][C:2]1[C:7]([S:8]([CH3:11])(=[O:10])=[O:9])=[CH:6][C:5]([C:12]2[N:13]([C:33]([N:39]3[CH2:44][CH2:43][CH:42]([NH:45][C:46]([NH2:48])=[O:47])[CH2:41][CH2:40]3)=[O:34])[C@@:14]([C:26]3[CH:31]=[CH:30][C:29]([Cl:32])=[CH:28][CH:27]=3)([CH3:25])[C@@:15]([C:18]3[CH:19]=[CH:20][C:21]([Cl:24])=[CH:22][CH:23]=3)([CH3:17])[N:16]=2)=[C:4]([O:36][CH2:37][CH3:38])[CH:3]=1.